This data is from Forward reaction prediction with 1.9M reactions from USPTO patents (1976-2016). The task is: Predict the product of the given reaction. (1) Given the reactants [Cl:1][C:2]1[CH:7]=[CH:6][C:5]([S:8]([N:11]([C:15]2[C:16]([C:22](=[O:35])[C:23]3[CH:28]=[C:27]([N:29]4[CH:33]=[CH:32][CH:31]=[N:30]4)[CH:26]=[CH:25][C:24]=3[Cl:34])=[N:17][CH:18]=[C:19]([Cl:21])[CH:20]=2)COC)(=[O:10])=[O:9])=[CH:4][C:3]=1[C:36]([F:39])([F:38])[F:37], predict the reaction product. The product is: [Cl:1][C:2]1[CH:7]=[CH:6][C:5]([S:8]([NH:11][C:15]2[C:16]([C:22](=[O:35])[C:23]3[CH:28]=[C:27]([N:29]4[CH:33]=[CH:32][CH:31]=[N:30]4)[CH:26]=[CH:25][C:24]=3[Cl:34])=[N:17][CH:18]=[C:19]([Cl:21])[CH:20]=2)(=[O:9])=[O:10])=[CH:4][C:3]=1[C:36]([F:37])([F:38])[F:39]. (2) Given the reactants [CH3:1][C:2]1[C:7]([N+:8]([O-:10])=[O:9])=[CH:6][CH:5]=[CH:4][C:3]=1[CH:11]1[CH2:13][O:12]1.[C:14]([N:21]1[CH2:26][CH2:25][NH:24][C@H:23]([CH2:27][OH:28])[CH2:22]1)([O:16][C:17]([CH3:20])([CH3:19])[CH3:18])=[O:15], predict the reaction product. The product is: [OH:12][CH:11]([C:3]1[CH:4]=[CH:5][CH:6]=[C:7]([N+:8]([O-:10])=[O:9])[C:2]=1[CH3:1])[CH2:13][N:24]1[CH2:25][CH2:26][N:21]([C:14]([O:16][C:17]([CH3:18])([CH3:19])[CH3:20])=[O:15])[CH2:22][C@H:23]1[CH2:27][OH:28]. (3) Given the reactants C(O)(=O)C.[Si]([O:12][C:13]1[C:18]([CH3:19])=[CH:17][C:16]([CH:20]([NH:30][C:31]2[CH:32]=[N:33][CH:34]=[CH:35][CH:36]=2)[CH2:21][P:22](=[O:29])([O:26][CH2:27][CH3:28])[O:23][CH2:24][CH3:25])=[CH:15][C:14]=1[O:37][CH3:38])(C(C)(C)C)(C)C.O.O.O.[F-].C([N+](CCCC)(CCCC)CCCC)CCC, predict the reaction product. The product is: [OH:12][C:13]1[C:18]([CH3:19])=[CH:17][C:16]([CH:20]([NH:30][C:31]2[CH:32]=[N:33][CH:34]=[CH:35][CH:36]=2)[CH2:21][P:22](=[O:29])([O:26][CH2:27][CH3:28])[O:23][CH2:24][CH3:25])=[CH:15][C:14]=1[O:37][CH3:38]. (4) Given the reactants [CH3:1][C:2]1[N:7]=[C:6]2[N:8]=[C:9]([N:11]3[CH:17]4[CH2:18][CH2:19][N:14]([CH2:15][CH2:16]4)[CH2:13][CH2:12]3)[O:10][C:5]2=[CH:4][CH:3]=1.C([O-])(=O)C.[Na+].[Br:25]Br.[OH-].[Na+], predict the reaction product. The product is: [Br:25][C:3]1[CH:4]=[C:5]2[O:10][C:9]([N:11]3[CH:17]4[CH2:16][CH2:15][N:14]([CH2:19][CH2:18]4)[CH2:13][CH2:12]3)=[N:8][C:6]2=[N:7][C:2]=1[CH3:1].